This data is from Forward reaction prediction with 1.9M reactions from USPTO patents (1976-2016). The task is: Predict the product of the given reaction. (1) Given the reactants [F:1][C:2]1[CH:19]=[CH:18][CH:17]=[C:16]([N+:20]([O-])=O)[C:3]=1[CH2:4][CH:5]([C:11]([O:13][CH2:14][CH3:15])=[O:12])[C:6]([O:8][CH2:9][CH3:10])=[O:7].Cl[Sn]Cl.O, predict the reaction product. The product is: [NH2:20][C:16]1[CH:17]=[CH:18][CH:19]=[C:2]([F:1])[C:3]=1[CH2:4][CH:5]([C:11]([O:13][CH2:14][CH3:15])=[O:12])[C:6]([O:8][CH2:9][CH3:10])=[O:7]. (2) Given the reactants [C:1](Cl)(=[O:3])[CH3:2].C(N(CC)CC)C.[NH2:12][C:13]1[CH:14]=[N:15][C:16]2[C:21]([C:22]=1[Cl:23])=[CH:20][CH:19]=[CH:18][CH:17]=2, predict the reaction product. The product is: [Cl:23][C:22]1[C:21]2[C:16](=[CH:17][CH:18]=[CH:19][CH:20]=2)[N:15]=[CH:14][C:13]=1[NH:12][C:1](=[O:3])[CH3:2]. (3) The product is: [CH:10]1[C:11]2[C:12](=[CH:14][C:15]([NH:17][CH2:18][CH2:19][CH2:20][CH2:21][CH2:22][C:23]([NH:62][C:59]3[CH:60]=[CH:61][C:56]([F:55])=[CH:57][C:58]=3[NH2:63])=[O:24])=[O:16])[C:13]3[C:5](=[CH:4][CH:3]=[CH:2][CH:1]=3)[C:6]=2[CH:7]=[CH:8][CH:9]=1. Given the reactants [CH:1]1[C:13]2[C:12](=[CH:14][C:15]([NH:17][CH2:18][CH2:19][CH2:20][CH2:21][CH2:22][C:23](O)=[O:24])=[O:16])[C:11]3[C:6](=[CH:7][CH:8]=[CH:9][CH:10]=3)[C:5]=2[CH:4]=[CH:3][CH:2]=1.Cl.C(N=C=NCCCN(C)C)C.OC1C2N=NNC=2C=CC=1.C(N(CC)CC)C.[F:55][C:56]1[CH:61]=[CH:60][C:59]([NH2:62])=[C:58]([NH2:63])[CH:57]=1, predict the reaction product.